From a dataset of Full USPTO retrosynthesis dataset with 1.9M reactions from patents (1976-2016). Predict the reactants needed to synthesize the given product. (1) Given the product [CH3:25][C:15]1[CH:20]=[CH:19][C:18]([S:21]([O:12][CH2:11][CH:8]2[CH2:7][C:6]3[CH:5]=[C:4]([C:13]#[N:14])[CH:3]=[C:2]([Br:1])[C:10]=3[O:9]2)(=[O:23])=[O:22])=[CH:17][CH:16]=1, predict the reactants needed to synthesize it. The reactants are: [Br:1][C:2]1[C:10]2[O:9][CH:8]([CH2:11][OH:12])[CH2:7][C:6]=2[CH:5]=[C:4]([C:13]#[N:14])[CH:3]=1.[C:15]1([CH3:25])[CH:20]=[CH:19][C:18]([S:21](Cl)(=[O:23])=[O:22])=[CH:17][CH:16]=1.CC1C=CC(S(OCC2CC3C(C(F)(F)F)=CC=C(Cl)C=3O2)(=O)=O)=CC=1. (2) Given the product [CH2:12]([O:14][C:15]([C:16]1[NH:17][C:2]2[C:3]([Cl:10])=[CH:4][N:5]=[CH:6][C:7]=2[C:8]=1[NH2:9])=[O:18])[CH3:13], predict the reactants needed to synthesize it. The reactants are: Cl[C:2]1[C:7]([C:8]#[N:9])=[CH:6][N:5]=[CH:4][C:3]=1[Cl:10].Cl.[CH2:12]([O:14][C:15](=[O:18])[CH2:16][NH2:17])[CH3:13].C(=O)([O-])O.[Na+]. (3) Given the product [N+:11]([C:8]1[CH:9]=[CH:10][C:5]([O:4][C:2]([NH:15][CH2:16][CH2:17][C:18]([O:20][CH2:21][CH3:22])=[O:19])=[O:3])=[CH:6][CH:7]=1)([O-:13])=[O:12], predict the reactants needed to synthesize it. The reactants are: Cl[C:2]([O:4][C:5]1[CH:10]=[CH:9][C:8]([N+:11]([O-:13])=[O:12])=[CH:7][CH:6]=1)=[O:3].Cl.[NH2:15][CH2:16][CH2:17][C:18]([O:20][CH2:21][CH3:22])=[O:19].N1C=CC=CC=1.O. (4) The reactants are: [CH3:1][C:2]1[C:7]([N:8]2[C:17](=[O:18])[C:16]3[C:11](=[CH:12][CH:13]=[CH:14][CH:15]=3)[N:10]=[CH:9]2)=[CH:6][CH:5]=[CH:4][C:3]=1[C:19]1[CH:27]=[CH:26][C:25]([C:28]([NH2:30])=[O:29])=[C:24]2[C:20]=1[C:21]1[CH2:34][NH:33][CH2:32][CH2:31][C:22]=1[NH:23]2.[C:35](OC(=O)C)(=[O:37])[CH3:36]. Given the product [C:35]([N:33]1[CH2:32][CH2:31][C:22]2[NH:23][C:24]3[C:20]([C:21]=2[CH2:34]1)=[C:19]([C:3]1[CH:4]=[CH:5][CH:6]=[C:7]([N:8]2[C:17](=[O:18])[C:16]4[C:11](=[CH:12][CH:13]=[CH:14][CH:15]=4)[N:10]=[CH:9]2)[C:2]=1[CH3:1])[CH:27]=[CH:26][C:25]=3[C:28]([NH2:30])=[O:29])(=[O:37])[CH3:36], predict the reactants needed to synthesize it.